This data is from Catalyst prediction with 721,799 reactions and 888 catalyst types from USPTO. The task is: Predict which catalyst facilitates the given reaction. (1) Reactant: N[C:2]1[C:7]([O:8][CH3:9])=[C:6]([Cl:10])[CH:5]=[C:4]([F:11])[C:3]=1[N:12]1[C:17](=[O:18])[CH:16]=[C:15]([C:19]([F:22])([F:21])[F:20])[N:14]([CH3:23])[C:13]1=[O:24].[C:25]([O:29][CH2:30][CH3:31])(=[O:28])[CH:26]=[CH2:27].N(OC(C)(C)C)=O.[ClH:39]. Product: [Cl:10][C:6]1[CH:5]=[C:4]([F:11])[C:3]([N:12]2[C:17](=[O:18])[CH:16]=[C:15]([C:19]([F:21])([F:20])[F:22])[N:14]([CH3:23])[C:13]2=[O:24])=[C:2]([CH2:27][CH:26]([Cl:39])[C:25]([O:29][CH2:30][CH3:31])=[O:28])[C:7]=1[O:8][CH3:9]. The catalyst class is: 879. (2) Product: [CH3:1][O:2][C:3]1[CH:8]=[CH:7][C:6]([O:9][C:10]2[CH:15]=[CH:14][CH:13]=[CH:12][CH:11]=2)=[CH:5][C:4]=1[S:16]([NH2:20])(=[O:18])=[O:17]. Reactant: [CH3:1][O:2][C:3]1[CH:8]=[CH:7][C:6]([O:9][C:10]2[CH:15]=[CH:14][CH:13]=[CH:12][CH:11]=2)=[CH:5][C:4]=1[S:16](Cl)(=[O:18])=[O:17].[NH3:20]. The catalyst class is: 497. (3) Reactant: [CH2:1]([O:3][C:4]([C:6]1[C:18](=[O:19])[N:17]([CH:20]2[CH2:24][CH2:23][CH2:22][CH2:21]2)[C:9]2[N:10]=[C:11](S(C)=O)[N:12]=[CH:13][C:8]=2[CH:7]=1)=[O:5])[CH3:2].[C:25]([O:29][C:30]([N:32]1[CH2:37][CH2:36][N:35]([C:38]2[CH:39]=[N:40][C:41]([NH2:44])=[CH:42][CH:43]=2)[CH2:34][CH2:33]1)=[O:31])([CH3:28])([CH3:27])[CH3:26].C1(C)C=CC=CC=1. Product: [CH2:1]([O:3][C:4]([C:6]1[C:18](=[O:19])[N:17]([CH:20]2[CH2:24][CH2:23][CH2:22][CH2:21]2)[C:9]2[N:10]=[C:11]([NH:44][C:41]3[CH:42]=[CH:43][C:38]([N:35]4[CH2:36][CH2:37][N:32]([C:30]([O:29][C:25]([CH3:28])([CH3:27])[CH3:26])=[O:31])[CH2:33][CH2:34]4)=[CH:39][N:40]=3)[N:12]=[CH:13][C:8]=2[CH:7]=1)=[O:5])[CH3:2]. The catalyst class is: 27. (4) Reactant: [N:1]1([C:7]2[N:12]=[C:11]([C:13]3[CH:18]=[CH:17][C:16]([NH:19][C:20](=[O:29])[NH:21][C:22]4[CH:27]=[CH:26][C:25]([F:28])=[CH:24][CH:23]=4)=[CH:15][CH:14]=3)[N:10]=[C:9]([NH:30][CH:31]3[CH2:34][N:33](C(OC(C)(C)C)=O)[CH2:32]3)[N:8]=2)[CH2:6][CH2:5][O:4][CH2:3][CH2:2]1.C(O)(C(F)(F)F)=O. Product: [NH:33]1[CH2:32][CH:31]([NH:30][C:9]2[N:8]=[C:7]([N:1]3[CH2:6][CH2:5][O:4][CH2:3][CH2:2]3)[N:12]=[C:11]([C:13]3[CH:14]=[CH:15][C:16]([NH:19][C:20]([NH:21][C:22]4[CH:27]=[CH:26][C:25]([F:28])=[CH:24][CH:23]=4)=[O:29])=[CH:17][CH:18]=3)[N:10]=2)[CH2:34]1. The catalyst class is: 2. (5) Reactant: [C:1]1([C:7]2[N:11]([S:12]([C:15]3[CH:20]=[CH:19][CH:18]=[C:17]([OH:21])[CH:16]=3)(=[O:14])=[O:13])[CH:10]=[C:9]([CH2:22][N:23]([CH3:31])[C:24](=[O:30])[O:25][C:26]([CH3:29])([CH3:28])[CH3:27])[CH:8]=2)[CH2:6][CH2:5][CH2:4][CH2:3][CH:2]=1.C(=O)([O-])[O-].[Cs+].[Cs+].Br[CH2:39][C:40]([O:42][CH2:43][CH3:44])=[O:41]. Product: [C:26]([O:25][C:24]([N:23]([CH2:22][C:9]1[CH:8]=[C:7]([C:1]2[CH2:6][CH2:5][CH2:4][CH2:3][CH:2]=2)[N:11]([S:12]([C:15]2[CH:16]=[C:17]([CH:18]=[CH:19][CH:20]=2)[O:21][CH2:39][C:40]([O:42][CH2:43][CH3:44])=[O:41])(=[O:13])=[O:14])[CH:10]=1)[CH3:31])=[O:30])([CH3:27])([CH3:28])[CH3:29]. The catalyst class is: 9.